This data is from Blood-brain barrier permeability regression values from the B3DB database. The task is: Regression/Classification. Given a drug SMILES string, predict its absorption, distribution, metabolism, or excretion properties. Task type varies by dataset: regression for continuous measurements (e.g., permeability, clearance, half-life) or binary classification for categorical outcomes (e.g., BBB penetration, CYP inhibition). For this dataset (b3db_regression), we predict Y. (1) The molecule is CCCCCCCCCCCCCCCCOP(=O)([O-])OCC[N+](C)(C)C. The Y is -1.14 log(BB ratio). (2) The molecule is C1CC(C(NC1)C2=CC=CC=C2)NCC3=C(C=CC(=C3)OC(F)(F)F)OC(F)F. The Y is 0.880 log(BB ratio). (3) The compound is C1[C@H]2[C@H](CN1)C3=C(C=CC(=C3)Cl)OC4=CC=CC=C24. The Y is 0.390 log(BB ratio). (4) The molecule is CC(C)(C)OC. The Y is 0.360 log(BB ratio). (5) The compound is C1=CC=C2C(=C1)N(C3=C(S2)C=CC(=C3)Cl)CCCN. The Y is 0.970 log(BB ratio). (6) The drug is C1CC1. The Y is 0.100 log(BB ratio).